From a dataset of Reaction yield outcomes from USPTO patents with 853,638 reactions. Predict the reaction yield, written as a fraction of the theoretical maximum amount of product (1.0 means a 100% yield; for example, 0.34 means a 34% yield). (1) The reactants are [Br:1][C:2]1[CH:3]=[N:4][C:5](Cl)=[N:6][CH:7]=1.[F:9][C:10]([F:17])([F:16])[C:11]1[CH:12]=[N:13][NH:14][CH:15]=1.C(=O)([O-])[O-].[K+].[K+].CN(C)C=O. The catalyst is O.C(OCC)(=O)C. The product is [Br:1][C:2]1[CH:3]=[N:4][C:5]([N:13]2[CH:12]=[C:11]([C:10]([F:17])([F:16])[F:9])[CH:15]=[N:14]2)=[N:6][CH:7]=1. The yield is 0.990. (2) The reactants are [CH2:1]([C:4]1[CH:9]=[CH:8][C:7]([CH2:10][C:11]([OH:13])=O)=[CH:6][CH:5]=1)[CH2:2][CH3:3].CCN(CC)CC.CN(C(ON1N=NC2C=CC=CC1=2)=[N+](C)C)C.[B-](F)(F)(F)F.C([O-])(=O)C.[O:47]=[C:48]1[C@@H:51]([NH3+:52])[CH2:50][NH:49]1. The catalyst is C(Cl)Cl.CCOC(C)=O.C(Cl)Cl.CN(C=O)C. The product is [O:47]=[C:48]1[C@@H:51]([NH:52][C:11](=[O:13])[CH2:10][C:7]2[CH:6]=[CH:5][C:4]([CH2:1][CH2:2][CH3:3])=[CH:9][CH:8]=2)[CH2:50][NH:49]1. The yield is 0.370. (3) The reactants are [CH:1]1[C:13]2[N:12]([C:14]3[CH:19]=[CH:18][CH:17]=[C:16]([CH2:20][N:21]([CH3:26])[CH2:22][CH2:23][NH:24][CH3:25])[C:15]=3[OH:27])[C:11]3[C:6](=[CH:7][CH:8]=[CH:9][CH:10]=3)[C:5]=2[CH:4]=[CH:3][CH:2]=1.Br[CH2:29][C:30]1[CH:35]=[C:34]([Br:36])[CH:33]=[C:32]([Br:37])[C:31]=1[OH:38].C(N(CC)CC)C. The catalyst is C1COCC1. The product is [CH:1]1[C:13]2[N:12]([C:14]3[C:15]([OH:27])=[C:16]([CH:17]=[CH:18][CH:19]=3)[CH2:20][N:21]([CH3:26])[CH2:22][CH2:23][N:24]([CH2:29][C:30]3[CH:35]=[C:34]([Br:36])[CH:33]=[C:32]([Br:37])[C:31]=3[OH:38])[CH3:25])[C:11]3[C:6](=[CH:7][CH:8]=[CH:9][CH:10]=3)[C:5]=2[CH:4]=[CH:3][CH:2]=1. The yield is 0.570. (4) The reactants are [CH3:1][O:2][C:3]1[CH:4]=[C:5]([NH2:14])[C:6](=[CH:10][C:11]=1[O:12][CH3:13])[C:7]([OH:9])=O.O=S(Cl)Cl.[Cl:19][C:20]1[CH:26]=[CH:25][CH:24]=[CH:23][C:21]=1[NH2:22].C(Cl)(Cl)Cl. The catalyst is C1C=CC=CC=1. The product is [NH2:14][C:5]1[CH:4]=[C:3]([O:2][CH3:1])[C:11]([O:12][CH3:13])=[CH:10][C:6]=1[C:7]([NH:22][C:21]1[CH:23]=[CH:24][CH:25]=[CH:26][C:20]=1[Cl:19])=[O:9]. The yield is 0.550. (5) The reactants are [CH3:1][C:2]1[N:6]=[C:5]([CH:7]2[CH2:12][CH2:11][CH2:10][N:9](C(OC(C)(C)C)=O)[CH2:8]2)[O:4][N:3]=1.Cl.C(O)C.CC(OC)(C)C. The catalyst is ClCCl. The product is [CH3:1][C:2]1[N:6]=[C:5]([CH:7]2[CH2:12][CH2:11][CH2:10][NH:9][CH2:8]2)[O:4][N:3]=1. The yield is 0.940. (6) The reactants are Cl.[NH2:2][C@@H:3]([CH2:8][NH:9][C:10]([O:12][C:13]([CH3:16])([CH3:15])[CH3:14])=[O:11])[C:4]([O:6][CH3:7])=[O:5].Cl[CH2:18][CH2:19][N:20]([CH2:23][CH2:24]Cl)[CH2:21][CH3:22]. The catalyst is C(N(CC)C(C)C)(C)C. The product is [C:13]([O:12][C:10]([NH:9][CH2:8][C@H:3]([N:2]1[CH2:22][CH2:21][N:20]([CH2:23][CH3:24])[CH2:19][CH2:18]1)[C:4]([O:6][CH3:7])=[O:5])=[O:11])([CH3:16])([CH3:15])[CH3:14]. The yield is 0.400. (7) The reactants are [C:1]([C:6]1[CH:7]=[C:8]2[C:16](=[CH:17][CH:18]=1)[NH:15][C:14]1[C:13]([O:19][C:20]([O:22][CH2:23][CH3:24])=[O:21])=[C:12]3[NH:25][C:26]4[CH:27]=[CH:28][C:29]([C:32]([O:34][CH2:35][CH3:36])=[O:33])=[CH:30][C:31]=4[C:11]3=[CH:10][C:9]2=1)([O:3][CH2:4][CH3:5])=[O:2].[Li][C:38]([CH3:41])([CH3:40])[CH3:39].CCCCC.BrC1C=C2C(=CC=1)N([C:61]([O:63][C:64]([CH3:67])([CH3:66])[CH3:65])=[O:62])C1C(OC(OCC)=O)=C3N(C(OC(C)(C)C)=O)C4C=CC(Br)=CC=4C3=CC2=1.Cl[C:90]([O:92]CC)=[O:91].[NH4+].[Cl-]. The catalyst is C1COCC1.CCOC(C)=O.CCCCCC. The product is [C:90]([C:30]1[C:29]([C:32]([O:34][CH2:35][CH3:36])=[O:33])=[CH:28][CH:27]=[C:26]2[C:31]=1[C:11]1[C:12](=[N:25]2)[C:13]([O:19][C:20]([O:22][CH2:23][CH3:24])=[O:21])=[C:14]2[N:15]=[C:16]3[C:8]([CH:7]=[C:6]([C:1]([O:3][CH:4]([C:61]([O:63][C:64]([CH3:67])([CH3:66])[CH3:65])=[O:62])[CH3:5])=[O:2])[CH:18]=[CH:17]3)=[C:9]2[CH:10]=1)([O:92][C:38]([CH3:41])([CH3:40])[CH3:39])=[O:91]. The yield is 0.890.